This data is from Experimentally validated miRNA-target interactions with 360,000+ pairs, plus equal number of negative samples. The task is: Binary Classification. Given a miRNA mature sequence and a target amino acid sequence, predict their likelihood of interaction. (1) The miRNA is hsa-miR-4723-5p with sequence UGGGGGAGCCAUGAGAUAAGAGCA. The protein sequence of the target gene is MYRARAARAGPEPGSPGRFGILSTGQLRDLLQDEPKLDRIVRLSRKFQGLQLEREACLASNYALAKENLALRPRLEMGRAALAIKYQELREVAENCADKLQRLEESMHRWSPHCALGWLQAELEEAEQEAEEQMEQLLLGEQSLEAFLPAFQRGRALAHLRRTQAEKLQELLRRRERSAQPAPTSAADPPKSFPAAAVLPTGAARGPPAVPRSLPPLDSRPVPPLKGSPGCPLGPAPLLSPRPSQPEPPHR. Result: 1 (interaction). (2) The miRNA is hsa-miR-936 with sequence ACAGUAGAGGGAGGAAUCGCAG. The protein sequence of the target gene is MAAVAAEAAATAASPGEGGAGEAEPEMEPIPGSEAGTDPLPVTATEASVPDGETDGQQSAPQADEPPLPPPPPPPGELARSPEAVGPELEAEEKLSVRVAESAAAAPQGGPELPPSPASPPEQPPAPEEREEPPLPQPVAPALVPPAGGDSTVSQLIPGSEVRVTLDHIIEDALVVSFRFGEKLFSGVLMDLSKRFGPHGIPVTVFPKREYKDKPEAMPLQSNTFQEGTEVKCEANGAVPDDPSPVPHPELSLAESLWTSKPPPLFHEGAPYPPPLFIRDTYNQSIPQPPPRKIKRPKRK.... Result: 0 (no interaction). (3) The miRNA is mmu-miR-466l-3p with sequence UAUAAAUACAUGCACACAUAUU. The protein sequence of the target gene is MDFSRQSFHRSLSSSSQGPALSMSGSLYRKGTVQRLGAAPSVYGGAGGHGTRISVSKAVMSYGGDLSNGSDLFGGNGKLAMQNLNDRLANYLEKVRSLEQSNSRLEAQIKQWYETNAPSTIRDYSSYYAQIKELQNQVKDAQVQNAQCVLRIDNAKLAAEDFRLKFETERGMRIAVEADLQGLSKVYDNLTLQKTDLEIQIEELNKDLALLKKEHQEEVEVLRRQLGNNVNVEVDAAPGLNLGEIMNEMRQRYEVLAQKNLQEAKEQFERQSQTLQQQVTVNTEELKGFEVQVTELRRTY.... Result: 1 (interaction).